From a dataset of Retrosynthesis with 50K atom-mapped reactions and 10 reaction types from USPTO. Predict the reactants needed to synthesize the given product. Given the product c1ccc(NCc2cccs2)cc1, predict the reactants needed to synthesize it. The reactants are: Nc1ccccc1.O=Cc1cccs1.